From a dataset of Peptide-MHC class I binding affinity with 185,985 pairs from IEDB/IMGT. Regression. Given a peptide amino acid sequence and an MHC pseudo amino acid sequence, predict their binding affinity value. This is MHC class I binding data. (1) The peptide sequence is PTSIPLAYF. The MHC is Mamu-B17 with pseudo-sequence Mamu-B17. The binding affinity (normalized) is 0. (2) The peptide sequence is AEMGANLCV. The MHC is HLA-B45:06 with pseudo-sequence HLA-B45:06. The binding affinity (normalized) is 0.213. (3) The peptide sequence is MINYYNEMSR. The MHC is HLA-A31:01 with pseudo-sequence HLA-A31:01. The binding affinity (normalized) is 0.578. (4) The peptide sequence is VLFTVLAIV. The MHC is H-2-Kb with pseudo-sequence H-2-Kb. The binding affinity (normalized) is 0.189. (5) The peptide sequence is ALLADKFPV. The MHC is HLA-A68:02 with pseudo-sequence HLA-A68:02. The binding affinity (normalized) is 0.125. (6) The peptide sequence is RIVIYIVQM. The MHC is Mamu-A2601 with pseudo-sequence Mamu-A2601. The binding affinity (normalized) is 0.213.